Dataset: Catalyst prediction with 721,799 reactions and 888 catalyst types from USPTO. Task: Predict which catalyst facilitates the given reaction. (1) Reactant: BrCCCCBr.[CH2:7]([N:9]([CH:13]([CH3:15])[CH3:14])[CH:10]([CH3:12])C)[CH3:8].[Cl:16][C:17]1[CH:22]=[CH:21][C:20]([C:23]2[CH:24]=[CH:25][C:26]([C:29]#[C:30][C:31]3[CH:36]=[CH:35][C:34](/[C:37](/C)=[CH:38]/[C@H](N)C)=[CH:33][CH:32]=3)=[N:27][CH:28]=2)=[CH:19][CH:18]=1.C(=O)(O)[O-].[Na+]. Product: [Cl:16][C:17]1[CH:18]=[CH:19][C:20]([C:23]2[CH:24]=[CH:25][C:26]([C:29]#[C:30][C:31]3[CH:32]=[CH:33][C:34](/[C:37](/[CH3:38])=[CH:15]/[C@H:13]([N:9]4[CH2:7][CH2:8][CH2:12][CH2:10]4)[CH3:14])=[CH:35][CH:36]=3)=[N:27][CH:28]=2)=[CH:21][CH:22]=1. The catalyst class is: 31. (2) Reactant: [CH:1]([O:4][CH2:5][C:6]1[CH:19]=[CH:18][C:9]([CH2:10][C:11]2[CH:16]=[CH:15][C:14](N)=[CH:13][CH:12]=2)=[CH:8][CH:7]=1)([CH3:3])[CH3:2].S(O)(O)(=O)=O.Cl[C:26]1[NH:27][CH2:28][CH2:29][N:30]=1. Product: [CH:1]([O:4][CH2:5][C:6]1[CH:19]=[CH:18][C:9]([CH2:10][C:11]2[CH:16]=[CH:15][C:14]([C:26]3[NH:30][CH2:29][CH2:28][N:27]=3)=[CH:13][CH:12]=2)=[CH:8][CH:7]=1)([CH3:3])[CH3:2]. The catalyst class is: 32. (3) Reactant: I[C:2]1[CH:3]=[CH:4][C:5]2[N:6]([CH:8]=[C:9]([NH:11][C:12]([CH:14]3[CH2:16][CH2:15]3)=[O:13])[N:10]=2)[N:7]=1.[NH2:17][C:18]1[CH:19]=[CH:20][C:21]([Br:25])=[C:22]([OH:24])[CH:23]=1.C(=O)([O-])[O-].[K+].[K+]. Product: [NH2:17][C:18]1[CH:19]=[CH:20][C:21]([Br:25])=[C:22]([CH:23]=1)[O:24][C:2]1[CH:3]=[CH:4][C:5]2[N:6]([CH:8]=[C:9]([NH:11][C:12]([CH:14]3[CH2:16][CH2:15]3)=[O:13])[N:10]=2)[N:7]=1. The catalyst class is: 35. (4) Reactant: ClS([N:5]=[C:6]=[O:7])(=O)=O.[CH3:8][C:9]1([CH3:16])[CH2:14][CH2:13][C:12](=[CH2:15])[CH2:11][CH2:10]1.O.O.O.O.O.S([O-])([O-])(=O)=S.[Na+].[Na+].[OH-].[K+]. Product: [CH3:8][C:9]1([CH3:16])[CH2:14][CH2:13][C:12]2([NH:5][C:6](=[O:7])[CH2:15]2)[CH2:11][CH2:10]1. The catalyst class is: 27. (5) Reactant: [H-].[Na+].[Br:3][C:4]1[CH:5]=[C:6]2[C:10](=[CH:11][CH:12]=1)N[N:8]=[CH:7]2.[CH3:13][Si:14]([CH3:21])([CH3:20])[CH2:15][CH2:16][O:17][CH2:18]Cl.C[N:23](C=O)C. Product: [Br:3][C:4]1[CH:5]=[C:6]2[CH:10]=[CH:11][N:8]([CH2:18][O:17][CH2:16][CH2:15][Si:14]([CH3:21])([CH3:20])[CH3:13])[C:7]2=[N:23][CH:12]=1. The catalyst class is: 170. (6) Reactant: [Si]([O:8][C:9]1[CH:29]=[CH:28][C:12]([CH2:13][CH2:14][N:15]2[C:20](=[O:21])[CH:19]=[CH:18][C:17]([C:22]3[CH:27]=[CH:26][CH:25]=[CH:24][CH:23]=3)=[N:16]2)=[CH:11][CH:10]=1)(C(C)(C)C)(C)C.C1C=CN=CC=1.F. Product: [OH:8][C:9]1[CH:10]=[CH:11][C:12]([CH2:13][CH2:14][N:15]2[C:20](=[O:21])[CH:19]=[CH:18][C:17]([C:22]3[CH:23]=[CH:24][CH:25]=[CH:26][CH:27]=3)=[N:16]2)=[CH:28][CH:29]=1. The catalyst class is: 10. (7) Reactant: FC(F)(F)C(O)=[O:4].[Br:8][C:9]1[CH:10]=[C:11]([CH:15]([OH:34])[CH2:16][NH:17][C:18]2[CH:23]=[CH:22][NH:21][C:20](=[O:24])[C:19]=2[C:25]2[NH:26][C:27]3[CH:32]=[CH:31][N:30]=[CH:29][C:28]=3[N:33]=2)[CH:12]=[CH:13][CH:14]=1.NCC(C1C=CC=C(Br)C=1)O. Product: [Br:8][C:9]1[CH:10]=[C:11]([CH:15]([OH:34])[CH2:16][NH:17][C:18]2[CH:23]=[CH:22][NH:21][C:20](=[O:24])[C:19]=2[C:25]2[NH:26][C:27]3[CH:32]=[CH:31][N:30]=[CH:29][C:28]=3[N:33]=2)[CH:12]=[CH:13][CH:14]=1.[NH2:26][C:27]1[CH:32]=[CH:31][N:30]=[CH:29][C:28]=1[NH:33][C:25]([C:19]1[C:20](=[O:24])[NH:21][CH:22]=[CH:23][C:18]=1[NH:17][CH2:16][CH:15]([C:11]1[CH:12]=[CH:13][CH:14]=[C:9]([Br:8])[CH:10]=1)[OH:34])=[O:4]. The catalyst class is: 5. (8) Reactant: [Na].C[CH:3]([CH3:9])[CH:4]([CH:7]=O)[C:5]#[N:6].Cl.[NH2:11][C:12]1[S:13][CH:14]=[CH:15]C=1. Product: [S:13]1[C:12]2=[N:11][CH:7]=[C:4]([C:5]#[N:6])[CH:3]=[C:9]2[CH:15]=[CH:14]1. The catalyst class is: 5. (9) Reactant: Br[C:2]1[CH:3]=[CH:4][C:5]([CH2:8][OH:9])=[N:6][CH:7]=1.[B:10]1([B:10]2[O:14][C:13]([CH3:16])([CH3:15])[C:12]([CH3:18])([CH3:17])[O:11]2)[O:14][C:13]([CH3:16])([CH3:15])[C:12]([CH3:18])([CH3:17])[O:11]1.C([O-])(=O)C.[K+]. Product: [CH3:17][C:12]1([CH3:18])[C:13]([CH3:16])([CH3:15])[O:14][B:10]([C:2]2[CH:3]=[CH:4][C:5]([CH2:8][OH:9])=[N:6][CH:7]=2)[O:11]1. The catalyst class is: 12.